From a dataset of Catalyst prediction with 721,799 reactions and 888 catalyst types from USPTO. Predict which catalyst facilitates the given reaction. (1) Reactant: [F:1][CH:2]([F:29])[CH2:3][N:4]1[CH2:9][C:8]2([CH2:14][CH2:13][N:12](C(OC(C)(C)C)=O)[CH2:11][CH2:10]2)[O:7][CH:6]([C:22]2[O:23][C:24]([CH2:27][CH3:28])=[CH:25][N:26]=2)[CH2:5]1.[ClH:30]. Product: [ClH:30].[F:29][CH:2]([F:1])[CH2:3][N:4]1[CH2:9][C:8]2([CH2:14][CH2:13][NH:12][CH2:11][CH2:10]2)[O:7][CH:6]([C:22]2[O:23][C:24]([CH2:27][CH3:28])=[CH:25][N:26]=2)[CH2:5]1. The catalyst class is: 2. (2) Product: [OH:40][NH:9][C:25](=[O:26])[C:30]1[CH:35]=[CH:34][CH:33]=[CH:32][C:31]=1[S:36]([N:4]1[CH2:5][CH2:6][CH:2]([NH:1][C:20](=[O:21])[C:19]2[CH:23]=[CH:24][C:16]([O:15][CH3:14])=[CH:17][CH:18]=2)[CH2:3]1)(=[O:38])=[O:37]. Reactant: [NH2:1][CH:2]1[CH2:6][CH2:5][NH:4][CH2:3]1.C([N:9](CC)CC)C.[CH3:14][O:15][C:16]1[CH:24]=[CH:23][C:19]([C:20](Cl)=[O:21])=[CH:18][CH:17]=1.[C:25]([C:30]1[CH:35]=[CH:34][CH:33]=[CH:32][C:31]=1[S:36](Cl)(=[O:38])=[O:37])(OCC)=[O:26].[OH2:40]. The catalyst class is: 594.